Task: Regression. Given two drug SMILES strings and cell line genomic features, predict the synergy score measuring deviation from expected non-interaction effect.. Dataset: NCI-60 drug combinations with 297,098 pairs across 59 cell lines (1) Drug 1: COC1=C(C=C2C(=C1)N=CN=C2NC3=CC(=C(C=C3)F)Cl)OCCCN4CCOCC4. Drug 2: CC1=CC2C(CCC3(C2CCC3(C(=O)C)OC(=O)C)C)C4(C1=CC(=O)CC4)C. Cell line: LOX IMVI. Synergy scores: CSS=4.73, Synergy_ZIP=-1.96, Synergy_Bliss=-2.74, Synergy_Loewe=-4.93, Synergy_HSA=-2.12. (2) Drug 1: CC(C1=C(C=CC(=C1Cl)F)Cl)OC2=C(N=CC(=C2)C3=CN(N=C3)C4CCNCC4)N. Drug 2: CN(C)C1=NC(=NC(=N1)N(C)C)N(C)C. Cell line: OVCAR3. Synergy scores: CSS=-3.52, Synergy_ZIP=2.66, Synergy_Bliss=0.0609, Synergy_Loewe=-3.39, Synergy_HSA=-3.81. (3) Drug 1: C1=CC(=CC=C1CC(C(=O)O)N)N(CCCl)CCCl.Cl. Drug 2: CC1=C(C(CCC1)(C)C)C=CC(=CC=CC(=CC(=O)O)C)C. Cell line: CAKI-1. Synergy scores: CSS=18.2, Synergy_ZIP=-7.71, Synergy_Bliss=-7.34, Synergy_Loewe=-2.93, Synergy_HSA=-2.43. (4) Drug 1: CC1CCC2CC(C(=CC=CC=CC(CC(C(=O)C(C(C(=CC(C(=O)CC(OC(=O)C3CCCCN3C(=O)C(=O)C1(O2)O)C(C)CC4CCC(C(C4)OC)OCCO)C)C)O)OC)C)C)C)OC. Drug 2: C1C(C(OC1N2C=NC(=NC2=O)N)CO)O. Cell line: T-47D. Synergy scores: CSS=4.79, Synergy_ZIP=3.89, Synergy_Bliss=7.43, Synergy_Loewe=-3.02, Synergy_HSA=2.65. (5) Drug 1: C1=CC(=CC=C1CCC2=CNC3=C2C(=O)NC(=N3)N)C(=O)NC(CCC(=O)O)C(=O)O. Drug 2: C1=C(C(=O)NC(=O)N1)F. Cell line: MOLT-4. Synergy scores: CSS=80.7, Synergy_ZIP=5.02, Synergy_Bliss=2.65, Synergy_Loewe=0.566, Synergy_HSA=4.72. (6) Drug 1: CC(C1=C(C=CC(=C1Cl)F)Cl)OC2=C(N=CC(=C2)C3=CN(N=C3)C4CCNCC4)N. Drug 2: CN1C2=C(C=C(C=C2)N(CCCl)CCCl)N=C1CCCC(=O)O.Cl. Cell line: MALME-3M. Synergy scores: CSS=14.1, Synergy_ZIP=-1.51, Synergy_Bliss=4.50, Synergy_Loewe=0.104, Synergy_HSA=3.62. (7) Drug 1: CC12CCC3C(C1CCC2=O)CC(=C)C4=CC(=O)C=CC34C. Drug 2: CCC1=CC2CC(C3=C(CN(C2)C1)C4=CC=CC=C4N3)(C5=C(C=C6C(=C5)C78CCN9C7C(C=CC9)(C(C(C8N6C)(C(=O)OC)O)OC(=O)C)CC)OC)C(=O)OC.C(C(C(=O)O)O)(C(=O)O)O. Cell line: OVCAR-8. Synergy scores: CSS=46.0, Synergy_ZIP=2.23, Synergy_Bliss=1.04, Synergy_Loewe=1.14, Synergy_HSA=2.96.